Dataset: Forward reaction prediction with 1.9M reactions from USPTO patents (1976-2016). Task: Predict the product of the given reaction. (1) The product is: [OH:12][C@H:11]([C:13]1[CH:22]=[CH:21][C:16]2[C:17](=[O:20])[O:18][CH2:19][C:15]=2[C:14]=1[CH3:23])[CH2:10][N:5]1[CH2:6][CH2:7][CH2:8][CH2:9][CH:4]1[CH2:3][NH:2][CH2:37][C@H:35]([OH:36])[C:26]1[CH:27]=[CH:28][C:29]2[C:30](=[O:34])[O:31][CH2:32][C:33]=2[C:25]=1[CH3:24]. Given the reactants Cl.[NH2:2][CH2:3][CH:4]1[CH2:9][CH2:8][CH2:7][CH2:6][N:5]1[CH2:10][C@@H:11]([C:13]1[CH:22]=[CH:21][C:16]2[C:17](=[O:20])[O:18][CH2:19][C:15]=2[C:14]=1[CH3:23])[OH:12].[CH3:24][C:25]1[C:33]2[CH2:32][O:31][C:30](=[O:34])[C:29]=2[CH:28]=[CH:27][C:26]=1[C@@H:35]1[CH2:37][O:36]1, predict the reaction product. (2) Given the reactants [OH:1][CH:2]1[C:10]2[N:9]=[CH:8][C:7]([C:11]#[N:12])=[CH:6][C:5]=2[CH2:4][CH2:3]1.CC(OI1(OC(C)=O)(OC(C)=O)OC(=O)C2C=CC=CC1=2)=O.C([O-])([O-])=O.[Na+].[Na+], predict the reaction product. The product is: [O:1]=[C:2]1[C:10]2[N:9]=[CH:8][C:7]([C:11]#[N:12])=[CH:6][C:5]=2[CH2:4][CH2:3]1. (3) Given the reactants [CH:1]([N:4]1[C:8]([C:9]2[CH:14]=[CH:13][N:12]=[C:11]([NH2:15])[N:10]=2)=[CH:7][N:6]=[C:5]1[CH3:16])([CH3:3])[CH3:2].[I:17]N1C(=O)CCC1=O.C(#N)C, predict the reaction product. The product is: [I:17][C:14]1[C:9]([C:8]2[N:4]([CH:1]([CH3:3])[CH3:2])[C:5]([CH3:16])=[N:6][CH:7]=2)=[N:10][C:11]([NH2:15])=[N:12][CH:13]=1.